From a dataset of Reaction yield outcomes from USPTO patents with 853,638 reactions. Predict the reaction yield, written as a fraction of the theoretical maximum amount of product (1.0 means a 100% yield; for example, 0.34 means a 34% yield). (1) The reactants are C[O:2][C:3](=[O:11])[C:4]1[CH:9]=[CH:8][C:7](Cl)=[N:6][CH:5]=1.CCN(C(C)C)C(C)C.[CH3:21][C:22]([CH3:26])([CH3:25])[C:23]#[CH:24]. The catalyst is O1CCOCC1.[Cu](I)I. The product is [CH3:21][C:22]([CH3:26])([CH3:25])[C:23]#[C:24][C:7]1[CH:8]=[CH:9][C:4]([C:3]([OH:2])=[O:11])=[CH:5][N:6]=1. The yield is 0.990. (2) The product is [F:16][C:17]1[CH:22]=[C:21]([OH:23])[CH:20]=[CH:19][C:18]=1[N:24]1[C:2](=[S:3])[N:1]([C:4]2[CH:11]=[CH:10][C:7]([C:8]#[N:9])=[C:6]([C:12]([F:13])([F:15])[F:14])[CH:5]=2)[C:29](=[O:32])[C:25]21[CH2:28][CH2:27][CH2:26]2. The yield is 0.560. The catalyst is CN(C=O)C.CC(C)=O.ClCCl.O. The reactants are [N:1]([C:4]1[CH:11]=[CH:10][C:7]([C:8]#[N:9])=[C:6]([C:12]([F:15])([F:14])[F:13])[CH:5]=1)=[C:2]=[S:3].[F:16][C:17]1[CH:22]=[C:21]([OH:23])[CH:20]=[CH:19][C:18]=1[NH:24][C:25]1([C:29]#N)[CH2:28][CH2:27][CH2:26]1.C[OH:32].Cl. (3) The reactants are [CH3:1][C:2]1[CH:3]=[C:4]([NH2:9])[CH:5]=[CH:6][C:7]=1[CH3:8].[H-].[Na+].F[C:13]1[CH:18]=[CH:17][N:16]=[C:15]([C:19]2[CH:24]=[C:23]([N:25]3[CH2:30][CH2:29][CH2:28][CH2:27][CH2:26]3)[CH:22]=[CH:21][C:20]=2[N+:31]([O-:33])=[O:32])[CH:14]=1. The catalyst is CN(C)C=O. The product is [CH3:1][C:2]1[CH:3]=[C:4]([NH:9][C:13]2[CH:18]=[CH:17][N:16]=[C:15]([C:19]3[CH:24]=[C:23]([N:25]4[CH2:26][CH2:27][CH2:28][CH2:29][CH2:30]4)[CH:22]=[CH:21][C:20]=3[N+:31]([O-:33])=[O:32])[CH:14]=2)[CH:5]=[CH:6][C:7]=1[CH3:8]. The yield is 0.370.